Dataset: Reaction yield outcomes from USPTO patents with 853,638 reactions. Task: Predict the reaction yield, written as a fraction of the theoretical maximum amount of product (1.0 means a 100% yield; for example, 0.34 means a 34% yield). (1) The reactants are [CH2:1]([CH:4]1[N:8](C(OC(C)(C)C)=O)[C@H:7]([C:16]([O:18][CH2:19][C:20]2[CH:25]=[CH:24][CH:23]=[CH:22][CH:21]=2)=[O:17])[CH2:6][CH2:5]1)[CH:2]=[CH2:3].FC(F)(F)C(O)=O.C(N(CC)CC)C. The catalyst is ClCCl.ClCCl.O. The product is [CH2:1]([CH:4]1[NH:8][C@H:7]([C:16]([O:18][CH2:19][C:20]2[CH:21]=[CH:22][CH:23]=[CH:24][CH:25]=2)=[O:17])[CH2:6][CH2:5]1)[CH:2]=[CH2:3]. The yield is 0.939. (2) The reactants are O1[C:5]2([CH2:10][CH2:9][CH:8]([O:11][C:12]3[C:20]([Cl:21])=[CH:19][C:15]([C:16]([OH:18])=[O:17])=[C:14]([F:22])[CH:13]=3)[CH2:7][CH2:6]2)[O:4]CC1.Cl. The catalyst is CC(C)=O.[Cl-].[Na+].O. The product is [Cl:21][C:20]1[C:12]([O:11][CH:8]2[CH2:9][CH2:10][C:5](=[O:4])[CH2:6][CH2:7]2)=[CH:13][C:14]([F:22])=[C:15]([CH:19]=1)[C:16]([OH:18])=[O:17]. The yield is 0.450. (3) The reactants are [Br:1][C:2]1[CH:12]=[CH:11][C:5]([C:6]([O:8]CC)=O)=[CH:4][CH:3]=1.[Cl:13][C:14]1[N:19]=[C:18]([CH3:20])[CH:17]=[CH:16][CH:15]=1. No catalyst specified. The product is [Br:1][C:2]1[CH:3]=[CH:4][C:5]([C:6](=[O:8])[CH2:20][C:18]2[CH:17]=[CH:16][CH:15]=[C:14]([Cl:13])[N:19]=2)=[CH:11][CH:12]=1. The yield is 0.820. (4) The reactants are [C:1]([O:5][C:6]([N:8]1[CH2:13][CH2:12][NH:11][C:10](C)([C:14]([OH:16])=[O:15])[CH2:9]1)=[O:7])([CH3:4])([CH3:3])[CH3:2].Br[C:19]1[CH:24]=[CH:23][C:22]([C:25]([F:28])([F:27])[F:26])=[CH:21][N:20]=1.[Cl-].[CH2:30](C1C=CC=C(CCC)C=1[N+]1C=CN(C2C(CCC)=CC=CC=2CCC)C=1)CC.CC(C)([O-])C.[Na+]. The catalyst is C1(C)C=CC=CC=1. The product is [CH3:30][O:16][C:14]([CH:10]1[N:11]([C:19]2[CH:24]=[CH:23][C:22]([C:25]([F:28])([F:27])[F:26])=[CH:21][N:20]=2)[CH2:12][CH2:13][N:8]([C:6]([O:5][C:1]([CH3:2])([CH3:3])[CH3:4])=[O:7])[CH2:9]1)=[O:15]. The yield is 0.580. (5) The reactants are [Cl:1][C:2]1[C:3]([O:12][C:13]2[CH:18]=[C:17]([O:19][CH2:20][CH2:21][O:22][CH3:23])[CH:16]=[CH:15][C:14]=2[CH2:24][CH2:25][C:26](O)=[O:27])=[N:4][CH:5]=[C:6]([C:8]([F:11])([F:10])[F:9])[CH:7]=1.[CH3:29][O:30][CH2:31][CH2:32][CH2:33][S:34]([NH2:37])(=[O:36])=[O:35].N12CCCN=C1CCCCC2. The catalyst is O1CCCC1. The product is [Cl:1][C:2]1[C:3]([O:12][C:13]2[CH:18]=[C:17]([O:19][CH2:20][CH2:21][O:22][CH3:23])[CH:16]=[CH:15][C:14]=2[CH2:24][CH2:25][C:26]([NH:37][S:34]([CH2:33][CH2:32][CH2:31][O:30][CH3:29])(=[O:36])=[O:35])=[O:27])=[N:4][CH:5]=[C:6]([C:8]([F:9])([F:10])[F:11])[CH:7]=1. The yield is 0.500. (6) The reactants are [CH3:1][O:2][C:3](=[O:16])[CH:4]=[CH:5][C:6]1[CH:11]=[CH:10][CH:9]=[C:8]([S:12](Cl)(=[O:14])=[O:13])[CH:7]=1.[NH2:17][C:18]1[CH:23]=[CH:22][CH:21]=[CH:20][CH:19]=1.N1C=CC=CC=1. The catalyst is ClCCl. The product is [CH3:1][O:2][C:3](=[O:16])[CH:4]=[CH:5][C:6]1[CH:11]=[CH:10][CH:9]=[C:8]([S:12](=[O:14])(=[O:13])[NH:17][C:18]2[CH:23]=[CH:22][CH:21]=[CH:20][CH:19]=2)[CH:7]=1. The yield is 0.290. (7) The reactants are Cl.[Cl:2][C:3]1[CH:8]=[CH:7][CH:6]=[C:5]([F:9])[C:4]=1[C:10]1[N:14]=[C:13]([C:15]2[C:19]([CH3:20])=[C:18]([C:21]3[CH:26]=[CH:25][C:24]([O:27]C4CCCCO4)=[CH:23][CH:22]=3)[S:17][CH:16]=2)[N:12]([CH3:34])[N:11]=1.O. The catalyst is O1CCCC1. The product is [Cl:2][C:3]1[CH:8]=[CH:7][CH:6]=[C:5]([F:9])[C:4]=1[C:10]1[N:14]=[C:13]([C:15]2[C:19]([CH3:20])=[C:18]([C:21]3[CH:26]=[CH:25][C:24]([OH:27])=[CH:23][CH:22]=3)[S:17][CH:16]=2)[N:12]([CH3:34])[N:11]=1. The yield is 0.960. (8) The reactants are [CH3:1][N:2]([CH3:20])[C:3]([C:5]1[N:14]([CH:15]2[CH2:19][CH2:18][CH2:17][CH2:16]2)[C:8]2[N:9]=[C:10](Cl)[N:11]=[CH:12][C:7]=2[CH:6]=1)=[O:4].[NH2:21][C:22]1[N:27]=[CH:26][C:25]([N:28]2[CH2:33][CH2:32][CH:31]([CH2:34][CH2:35][OH:36])[CH2:30][CH2:29]2)=[CH:24][CH:23]=1. No catalyst specified. The product is [CH3:1][N:2]([CH3:20])[C:3]([C:5]1[N:14]([CH:15]2[CH2:19][CH2:18][CH2:17][CH2:16]2)[C:8]2[N:9]=[C:10]([NH:21][C:22]3[N:27]=[CH:26][C:25]([N:28]4[CH2:29][CH2:30][CH:31]([CH2:34][CH2:35][OH:36])[CH2:32][CH2:33]4)=[CH:24][CH:23]=3)[N:11]=[CH:12][C:7]=2[CH:6]=1)=[O:4]. The yield is 0.930. (9) The reactants are Cl.[CH2:2]([C:4]1[S:24][C:7]2[N:8]=[C:9]([S:18][CH2:19][C:20]([O:22][CH3:23])=[O:21])[N:10]=[C:11]([N:12]3[CH2:17][CH2:16][NH:15][CH2:14][CH2:13]3)[C:6]=2[CH:5]=1)[CH3:3].C(N(C(C)C)CC)(C)C.[S:34]1[CH:38]=[C:37]([C:39]2[CH:47]=[CH:46][C:42]([C:43](Cl)=[O:44])=[CH:41][CH:40]=2)[N:36]=[N:35]1. The catalyst is CN(C=O)C. The product is [CH2:2]([C:4]1[S:24][C:7]2[N:8]=[C:9]([S:18][CH2:19][C:20]([O:22][CH3:23])=[O:21])[N:10]=[C:11]([N:12]3[CH2:17][CH2:16][N:15]([C:43](=[O:44])[C:42]4[CH:41]=[CH:40][C:39]([C:37]5[N:36]=[N:35][S:34][CH:38]=5)=[CH:47][CH:46]=4)[CH2:14][CH2:13]3)[C:6]=2[CH:5]=1)[CH3:3]. The yield is 0.280.